From a dataset of Reaction yield outcomes from USPTO patents with 853,638 reactions. Predict the reaction yield, written as a fraction of the theoretical maximum amount of product (1.0 means a 100% yield; for example, 0.34 means a 34% yield). (1) The reactants are [Br:1]N1C(=O)CCC1=O.C1(P(C2C=CC=CC=2)C2C=CC=CC=2)C=CC=CC=1.[CH3:28][C:29]([C:32]1[CH:37]=[CH:36][C:35]([CH2:38][O:39][CH2:40][CH2:41]O)=[CH:34][CH:33]=1)([CH3:31])[CH3:30]. The catalyst is C(Cl)Cl.[Al]. The product is [Br:1][CH2:41][CH2:40][O:39][CH2:38][C:35]1[CH:36]=[CH:37][C:32]([C:29]([CH3:31])([CH3:30])[CH3:28])=[CH:33][CH:34]=1. The yield is 0.120. (2) The reactants are FC(F)(F)C(O)=O.FC(F)(F)C(O)=O.[NH2:15][C:16]1[N:21]=[CH:20][N:19]=[C:18]2[N:22]([CH:26]([C:28]3[C:29]([O:47][CH2:48][CH3:49])=[C:30]([CH:37]4[CH2:40][N:39]([C:41]([CH3:46])([CH3:45])[C:42](O)=[O:43])[CH2:38]4)[C:31]([C:35]#[N:36])=[C:32]([Cl:34])[CH:33]=3)[CH3:27])[N:23]=[C:24]([CH3:25])[C:17]=12.CN1CCOCC1.ClC(OCC(C)C)=O.[BH4-].[Na+]. The catalyst is O1CCCC1.O. The product is [NH2:15][C:16]1[N:21]=[CH:20][N:19]=[C:18]2[N:22]([CH:26]([C:28]3[CH:33]=[C:32]([Cl:34])[C:31]([C:35]#[N:36])=[C:30]([CH:37]4[CH2:40][N:39]([C:41]([CH3:45])([CH3:46])[CH2:42][OH:43])[CH2:38]4)[C:29]=3[O:47][CH2:48][CH3:49])[CH3:27])[N:23]=[C:24]([CH3:25])[C:17]=12. The yield is 0.0400.